From a dataset of HIV replication inhibition screening data with 41,000+ compounds from the AIDS Antiviral Screen. Binary Classification. Given a drug SMILES string, predict its activity (active/inactive) in a high-throughput screening assay against a specified biological target. (1) The compound is Cc1cc(Cl)ccc1C1OC(=O)c2c1ccc1ccccc21. The result is 0 (inactive). (2) The compound is COc1ccc(C(=O)CCN(C)C)cc1.Cl. The result is 0 (inactive). (3) The compound is COC(=O)CC(CC(=O)C(=O)OC)C(=O)OC. The result is 0 (inactive). (4) The drug is NCCCNc1c2ccccc2nc2cccc([N+](=O)[O-])c12. The result is 0 (inactive). (5) The molecule is COc1c(Br)cc(C=C(C#N)c2ccccn2)cc1Br. The result is 0 (inactive). (6) The drug is CC1=Nc2ccc([N+](=O)[O-])cc2N=C(C)C1. The result is 0 (inactive). (7) The molecule is O=C(Nc1ccc(C(F)(F)F)cc1[N+](=O)[O-])C(=O)Nn1c(=S)[nH]c2ccccc2c1=O. The result is 0 (inactive). (8) The compound is CC[N+]1(CC)CCN[Co-4]123([O+]=C1C=CC=CC=C1[OH+]2)[O+]=C1C=CC=CC=C1[OH+]3.[O-][Cl+3]([O-])([O-])O. The result is 0 (inactive).